Dataset: Catalyst prediction with 721,799 reactions and 888 catalyst types from USPTO. Task: Predict which catalyst facilitates the given reaction. (1) Reactant: [Li].[CH3:2][N:3]([C:5](=O)[C:6]1[CH:11]=[CH:10][C:9]([O:12][CH3:13])=[CH:8][CH:7]=1)[NH2:4].O.[OH-].[Na+]. Product: [CH3:13][O:12][C:9]1[CH:10]=[CH:11][C:6]([CH2:5][N:3]([CH3:2])[NH2:4])=[CH:7][CH:8]=1. The catalyst class is: 1. (2) Reactant: [I:1][C:2]1[C:3](=[O:9])[NH:4][C:5](=[O:8])[NH:6][CH:7]=1.C/C(/O[Si](C)(C)C)=N\[Si](C)(C)C.Br[CH:23]([C:30]1[CH:35]=[CH:34][CH:33]=[CH:32][CH:31]=1)[C:24]1[CH:29]=[CH:28][CH:27]=[CH:26][CH:25]=1.II. Product: [CH:23]([N:6]1[CH:7]=[C:2]([I:1])[C:3](=[O:9])[NH:4][C:5]1=[O:8])([C:24]1[CH:29]=[CH:28][CH:27]=[CH:26][CH:25]=1)[C:30]1[CH:35]=[CH:34][CH:33]=[CH:32][CH:31]=1. The catalyst class is: 23. (3) Reactant: [CH3:1][O:2][C:3]1[CH:4]=[C:5]([CH2:11][CH:12]([NH2:18])[CH2:13][C:14]([F:17])([F:16])[F:15])[CH:6]=[CH:7][C:8]=1[O:9][CH3:10].[CH:19](OCC)=[O:20]. Product: [CH3:1][O:2][C:3]1[CH:4]=[C:5]([CH2:11][CH:12]([NH:18][CH:19]=[O:20])[CH2:13][C:14]([F:16])([F:17])[F:15])[CH:6]=[CH:7][C:8]=1[O:9][CH3:10]. The catalyst class is: 106. (4) Reactant: [CH2:1]([C:5]1[S:9][C:8]([C:10]([O:12][CH2:13][CH3:14])=[O:11])=[N:7][N:6]=1)[CH2:2][C:3]#[CH:4].I[C:16]1[N:21]=[N:20][C:19]([NH2:22])=[CH:18][CH:17]=1. Product: [NH2:22][C:19]1[N:20]=[N:21][C:16]([C:4]#[C:3][CH2:2][CH2:1][C:5]2[S:9][C:8]([C:10]([O:12][CH2:13][CH3:14])=[O:11])=[N:7][N:6]=2)=[CH:17][CH:18]=1. The catalyst class is: 540.